Dataset: Reaction yield outcomes from USPTO patents with 853,638 reactions. Task: Predict the reaction yield, written as a fraction of the theoretical maximum amount of product (1.0 means a 100% yield; for example, 0.34 means a 34% yield). The reactants are Br[C:2]1[C:3]([N:5]([CH3:10])[C:6](=[O:9])[C:7]=1[Br:8])=[O:4].C([O-])([O-])=O.[Cs+].[Cs+].[NH:17]1[CH2:22][CH2:21][O:20][CH2:19][CH2:18]1. The catalyst is CN(C=O)C. The product is [Br:8][C:7]1[C:6](=[O:9])[N:5]([CH3:10])[C:3](=[O:4])[C:2]=1[N:17]1[CH2:22][CH2:21][O:20][CH2:19][CH2:18]1. The yield is 0.850.